Dataset: Forward reaction prediction with 1.9M reactions from USPTO patents (1976-2016). Task: Predict the product of the given reaction. Given the reactants [NH:1]1[CH2:6][CH2:5][CH2:4][CH:3]([CH2:7][O:8][N:9]=[C:10]2[CH2:15][CH2:14][N:13]([S:16]([C:19]3[CH:24]=[CH:23][C:22]([O:25][C:26]([F:29])([F:28])[F:27])=[CH:21][CH:20]=3)(=[O:18])=[O:17])[CH2:12][CH2:11]2)[CH2:2]1.C(N(CC)CC)C.[C:37](Cl)(=[O:39])[CH3:38], predict the reaction product. The product is: [C:37]([N:1]1[CH2:6][CH2:5][CH2:4][CH:3]([CH2:7][O:8][N:9]=[C:10]2[CH2:11][CH2:12][N:13]([S:16]([C:19]3[CH:20]=[CH:21][C:22]([O:25][C:26]([F:28])([F:29])[F:27])=[CH:23][CH:24]=3)(=[O:17])=[O:18])[CH2:14][CH2:15]2)[CH2:2]1)(=[O:39])[CH3:38].